The task is: Predict the reactants needed to synthesize the given product.. This data is from Full USPTO retrosynthesis dataset with 1.9M reactions from patents (1976-2016). (1) Given the product [CH3:3][O:4][C:5]1[C:14]([N+:15]([O-:17])=[O:16])=[CH:13][C:8]([C:9]([OH:11])=[O:10])=[CH:7][N:6]=1, predict the reactants needed to synthesize it. The reactants are: [OH-].[Na+].[CH3:3][O:4][C:5]1[C:14]([N+:15]([O-:17])=[O:16])=[CH:13][C:8]([C:9]([O:11]C)=[O:10])=[CH:7][N:6]=1. (2) Given the product [O:19]1[C:24]2[CH:25]=[CH:26][C:27]([CH2:29][N:30]([CH:38]3[CH2:43][CH2:42][N:41]([CH2:17][CH2:16][N:3]4[C:4]5[C:9](=[C:8]([C:12]([O:14][CH3:15])=[O:13])[CH:7]=[CH:6][CH:5]=5)[CH:10]=[CH:11][C:2]4=[O:1])[CH2:40][CH2:39]3)[C:31](=[O:37])[O:32][C:33]([CH3:36])([CH3:34])[CH3:35])=[CH:28][C:23]=2[O:22][CH2:21][CH2:20]1, predict the reactants needed to synthesize it. The reactants are: [O:1]=[C:2]1[CH:11]=[CH:10][C:9]2[C:8]([C:12]([O:14][CH3:15])=[O:13])=[CH:7][CH:6]=[CH:5][C:4]=2[N:3]1[CH2:16][CH:17]=O.[O:19]1[C:24]2[CH:25]=[CH:26][C:27]([CH2:29][N:30]([CH:38]3[CH2:43][CH2:42][NH:41][CH2:40][CH2:39]3)[C:31](=[O:37])[O:32][C:33]([CH3:36])([CH3:35])[CH3:34])=[CH:28][C:23]=2[O:22][CH2:21][CH2:20]1.C(O[BH-](OC(=O)C)OC(=O)C)(=O)C.[Na+].C(=O)([O-])O.[Na+].